Dataset: Forward reaction prediction with 1.9M reactions from USPTO patents (1976-2016). Task: Predict the product of the given reaction. (1) Given the reactants [F:1][C:2]1[CH:16]=[CH:15][C:5]2[N:6]=[N:7][N:8]([CH2:11][C:12]([OH:14])=O)[C:9](=[O:10])[C:4]=2[CH:3]=1.[CH3:17][O:18][C:19]1[CH:24]=[CH:23][C:22]([C@@H:25]([NH2:27])[CH3:26])=[CH:21][CH:20]=1, predict the reaction product. The product is: [F:1][C:2]1[CH:16]=[CH:15][C:5]2[N:6]=[N:7][N:8]([CH2:11][C:12]([NH:27][C@H:25]([C:22]3[CH:23]=[CH:24][C:19]([O:18][CH3:17])=[CH:20][CH:21]=3)[CH3:26])=[O:14])[C:9](=[O:10])[C:4]=2[CH:3]=1. (2) Given the reactants F[C:2]1[CH:9]=[C:8]([C:10]2[CH:15]=[C:14]([N:16]3[CH2:21][CH2:20][O:19][CH2:18][C@H:17]3[CH3:22])[N:13]=[C:12]([NH:23][CH3:24])[N:11]=2)[CH:7]=[C:6](F)[C:3]=1[C:4]#[N:5].[CH3:26][NH2:27].[NH2:28][NH2:29].CCN(C(C)C)C(C)C, predict the reaction product. The product is: [CH3:26][NH:27][C:6]1[C:3]2[C:4]([NH2:5])=[N:28][NH:29][C:2]=2[CH:9]=[C:8]([C:10]2[CH:15]=[C:14]([N:16]3[CH2:21][CH2:20][O:19][CH2:18][C@H:17]3[CH3:22])[N:13]=[C:12]([NH:23][CH3:24])[N:11]=2)[CH:7]=1.